This data is from SARS-CoV-2 main protease (3CLPro) crystallographic fragment screen with 879 compounds. The task is: Binary Classification. Given a drug SMILES string, predict its activity (active/inactive) in a high-throughput screening assay against a specified biological target. The drug is N#Cc1ccc(N2CCNCC2)c(F)c1. The result is 0 (inactive).